This data is from Full USPTO retrosynthesis dataset with 1.9M reactions from patents (1976-2016). The task is: Predict the reactants needed to synthesize the given product. (1) Given the product [OH:2][CH2:3][C:4]1[S:5][C:6]2[CH:12]=[CH:11][C:10]([NH:13][C:25](=[O:26])[C:24]3[CH:28]=[CH:29][C:21]([O:20][CH3:19])=[CH:22][C:23]=3[CH3:30])=[CH:9][C:7]=2[N:8]=1, predict the reactants needed to synthesize it. The reactants are: C(=O)([O-])[O:2][CH:3](CC=C)[C:4]1[S:5][C:6]2[CH:12]=[CH:11][C:10]([NH2:13])=[CH:9][C:7]=2[N:8]=1.[CH3:19][O:20][C:21]1[CH:29]=[CH:28][C:24]([C:25](O)=[O:26])=[C:23]([CH3:30])[CH:22]=1.C(Cl)CCl. (2) The reactants are: [Cl:1][C:2]1[N:7]=[C:6](Cl)[CH:5]=[C:4]([C:9]2[CH:14]=[CH:13][C:12]([F:15])=[CH:11][CH:10]=2)[N:3]=1.N1[CH2:21][CH2:20][CH:19]([C:22]#[N:23])[CH2:18][CH2:17]1.[C:24]([O-])([O-])=O.[K+].[K+]. Given the product [Cl:1][CH:2]1[CH2:24][CH:6]([N:7]2[CH2:21][CH2:20][CH:19]([C:22]#[N:23])[CH2:18][CH2:17]2)[CH2:5][CH:4]([C:9]2[CH:14]=[CH:13][C:12]([F:15])=[CH:11][CH:10]=2)[NH:3]1, predict the reactants needed to synthesize it. (3) Given the product [CH3:20][C@H:15]1[CH2:16][C@@H:17]([CH3:19])[CH2:18][C:13]([CH2:12][N:9]([OH:8])[CH:10]=[O:11])([C:21]([NH:23][NH:24][C:25]2[N:30]=[C:29]([C:31]([F:34])([F:32])[F:33])[CH:28]=[CH:27][N:26]=2)=[O:22])[CH2:14]1, predict the reactants needed to synthesize it. The reactants are: C([O:8][N:9]([CH2:12][C:13]1([C:21]([NH:23][NH:24][C:25]2[N:30]=[C:29]([C:31]([F:34])([F:33])[F:32])[CH:28]=[CH:27][N:26]=2)=[O:22])[CH2:18][C@H:17]([CH3:19])[CH2:16][C@H:15]([CH3:20])[CH2:14]1)[CH:10]=[O:11])C1C=CC=CC=1. (4) Given the product [C:11]1([CH3:21])[CH:16]=[CH:15][C:14]([S:17]([O:9][CH2:8][CH:5]2[CH2:6][CH2:7][C:2]([F:10])([F:1])[CH2:3][CH2:4]2)(=[O:19])=[O:18])=[CH:13][CH:12]=1, predict the reactants needed to synthesize it. The reactants are: [F:1][C:2]1([F:10])[CH2:7][CH2:6][CH:5]([CH2:8][OH:9])[CH2:4][CH2:3]1.[C:11]1([CH3:21])[CH:16]=[CH:15][C:14]([S:17](Cl)(=[O:19])=[O:18])=[CH:13][CH:12]=1. (5) Given the product [CH3:5][C:2]([C:6]1[CH:7]=[C:8]([NH2:13])[C:9]([NH2:10])=[CH:11][CH:12]=1)([CH3:1])[CH2:3][CH3:4], predict the reactants needed to synthesize it. The reactants are: [CH3:1][C:2]([C:6]1[CH:12]=[CH:11][C:9]([NH2:10])=[C:8]([N+:13]([O-])=O)[CH:7]=1)([CH3:5])[CH2:3][CH3:4].O.[Cl-].[Ca+2].[Cl-]. (6) Given the product [CH3:25][C:22]1[CH:21]=[CH:20][C:19]([C:18]([NH:17][C:13]2[S:12][CH:16]=[CH:15][N:14]=2)=[O:35])=[CH:24][C:23]=1[C:2]1[CH:11]=[CH:10][C:5]2[C:6]([CH3:9])=[N:7][O:8][C:4]=2[CH:3]=1, predict the reactants needed to synthesize it. The reactants are: Br[C:2]1[CH:11]=[CH:10][C:5]2[C:6]([CH3:9])=[N:7][O:8][C:4]=2[CH:3]=1.[S:12]1[CH:16]=[CH:15][N:14]=[C:13]1[NH:17][C:18](=[O:35])[C:19]1[CH:24]=[CH:23][C:22]([CH3:25])=[C:21](B2OC(C)(C)C(C)(C)O2)[CH:20]=1. (7) Given the product [C:22]([O:21][C:19]([NH:26][CH:27]([CH:28]([CH3:30])[CH3:29])[C:31]([O:18][CH2:17][CH2:16][CH2:15][C:4]1[N:3]=[N+:2]([O-:1])[C:7]2[CH:8]=[C:9]3[C:13]([CH2:12][CH2:11][CH2:10]3)=[CH:14][C:6]=2[N:5]=1)=[O:32])=[O:20])([CH3:25])([CH3:24])[CH3:23], predict the reactants needed to synthesize it. The reactants are: [O-:1][N+:2]1[C:7]2[CH:8]=[C:9]3[C:13](=[CH:14][C:6]=2[N:5]=[C:4]([CH2:15][CH2:16][CH2:17][OH:18])[N:3]=1)[CH2:12][CH2:11][CH2:10]3.[C:19]([NH:26][C@H:27]([C:31](O)=[O:32])[CH:28]([CH3:30])[CH3:29])([O:21][C:22]([CH3:25])([CH3:24])[CH3:23])=[O:20].C1CCC(N=C=NC2CCCCC2)CC1. (8) Given the product [CH2:1]([O:3][C:4]1[C:13]2[CH2:12][CH2:11][CH2:10][CH:9]([O:24][C:21](=[O:23])[CH3:22])[C:8]=2[N:7]=[CH:6][CH:5]=1)[CH3:2], predict the reactants needed to synthesize it. The reactants are: [CH2:1]([O:3][C:4]1[C:13]2[CH2:12][CH2:11][CH2:10][CH2:9][C:8]=2[N+:7]([O-])=[CH:6][CH:5]=1)[CH3:2].C([O-])([O-])=O.[Na+].[Na+].[C:21]([O:24]C(=O)C)(=[O:23])[CH3:22]. (9) Given the product [CH2:1]([N:8]([CH2:17][C:18]1[CH:19]=[CH:20][C:21]([C:24]([O:26][CH3:27])=[O:25])=[CH:22][CH:23]=1)[C:9]1[C:10]([CH3:16])=[C:11]([NH:15][S:29]([CH3:28])(=[O:31])=[O:30])[CH:12]=[CH:13][CH:14]=1)[C:2]1[CH:3]=[CH:4][CH:5]=[CH:6][CH:7]=1, predict the reactants needed to synthesize it. The reactants are: [CH2:1]([N:8]([CH2:17][C:18]1[CH:23]=[CH:22][C:21]([C:24]([O:26][CH3:27])=[O:25])=[CH:20][CH:19]=1)[C:9]1[CH:14]=[CH:13][CH:12]=[C:11]([NH2:15])[C:10]=1[CH3:16])[C:2]1[CH:7]=[CH:6][CH:5]=[CH:4][CH:3]=1.[CH3:28][S:29](Cl)(=[O:31])=[O:30].